From a dataset of Peptide-MHC class I binding affinity with 185,985 pairs from IEDB/IMGT. Regression. Given a peptide amino acid sequence and an MHC pseudo amino acid sequence, predict their binding affinity value. This is MHC class I binding data. (1) The peptide sequence is RTDPVIDNI. The MHC is HLA-B40:01 with pseudo-sequence HLA-B40:01. The binding affinity (normalized) is 0.0847. (2) The MHC is Patr-B0101 with pseudo-sequence Patr-B0101. The binding affinity (normalized) is 0.705. The peptide sequence is SVTPIDTTI. (3) The peptide sequence is KFLTNKLLL. The MHC is HLA-A30:02 with pseudo-sequence HLA-A30:02. The binding affinity (normalized) is 0.0560. (4) The peptide sequence is AASCGGAVF. The MHC is Patr-A0701 with pseudo-sequence Patr-A0701. The binding affinity (normalized) is 0. (5) The peptide sequence is ESSVKEKDM. The MHC is HLA-B35:01 with pseudo-sequence HLA-B35:01. The binding affinity (normalized) is 0.0847.